This data is from Full USPTO retrosynthesis dataset with 1.9M reactions from patents (1976-2016). The task is: Predict the reactants needed to synthesize the given product. (1) Given the product [NH2:14][C@H:1]([C:2]1[CH:3]=[CH:4][CH:5]=[CH:6][CH:7]=1)[C:8]([CH2:13][C:12]1[CH:11]=[CH:10][CH:9]=[CH:32][CH:31]=1)([OH:29])[CH2:20][C:21]1[CH:26]=[CH:25][CH:24]=[CH:23][CH:22]=1, predict the reactants needed to synthesize it. The reactants are: [C:1](=[NH:14])([C:8]1[CH:13]=[CH:12][CH:11]=[CH:10][CH:9]=1)[C:2]1[CH:7]=[CH:6][CH:5]=[CH:4][CH:3]=1.COC(=O)[C@@H]([CH2:20][C:21]1[CH:26]=[CH:25][CH:24]=[CH:23][CH:22]=1)N.Cl.[OH2:29].O1CC[CH2:32][CH2:31]1. (2) The reactants are: [CH2:1]([N:4]1[CH2:9][CH2:8][O:7][C:6]2[CH:10]=[CH:11][C:12]([C:15]3[N:20]4[N:21]=[C:22]([C:24]5[CH:25]=[C:26]([C:30]6[CH:35]=[CH:34][CH:33]=[C:32]([OH:36])[CH:31]=6)[CH:27]=[CH:28][CH:29]=5)[CH:23]=[C:19]4[N:18]=[C:17]([CH3:37])[C:16]=3[C@H:38]([O:43][C:44]([CH3:47])([CH3:46])[CH3:45])[C:39]([O:41][CH3:42])=[O:40])=[C:13]([Cl:14])[C:5]1=2)[CH:2]=[CH2:3].C([O-])([O-])=O.[K+].[K+].Br[CH2:55][CH:56]=[CH2:57].O. Given the product [CH2:1]([N:4]1[CH2:9][CH2:8][O:7][C:6]2[CH:10]=[CH:11][C:12]([C:15]3[N:20]4[N:21]=[C:22]([C:24]5[CH:25]=[C:26]([C:30]6[CH:35]=[CH:34][CH:33]=[C:32]([O:36][CH2:57][CH:56]=[CH2:55])[CH:31]=6)[CH:27]=[CH:28][CH:29]=5)[CH:23]=[C:19]4[N:18]=[C:17]([CH3:37])[C:16]=3[C@H:38]([O:43][C:44]([CH3:47])([CH3:46])[CH3:45])[C:39]([O:41][CH3:42])=[O:40])=[C:13]([Cl:14])[C:5]1=2)[CH:2]=[CH2:3], predict the reactants needed to synthesize it.